This data is from Peptide-MHC class I binding affinity with 185,985 pairs from IEDB/IMGT. The task is: Regression. Given a peptide amino acid sequence and an MHC pseudo amino acid sequence, predict their binding affinity value. This is MHC class I binding data. The peptide sequence is FTMAHRKPTY. The MHC is HLA-A01:01 with pseudo-sequence HLA-A01:01. The binding affinity (normalized) is 0.157.